Dataset: Forward reaction prediction with 1.9M reactions from USPTO patents (1976-2016). Task: Predict the product of the given reaction. Given the reactants C(OC1C=C(C=CC=1)CN(C1C=CC(C#N)=CC=1)N1C=NN=C1)C1C=CC=CC=1.[H-].[Na+].[C:32]([C:34]1[CH:39]=[CH:38][C:37]([NH:40][N:41]2[CH:45]=[N:44][N:43]=[CH:42]2)=[CH:36][CH:35]=1)#[N:33].[Br:46][C:47]1[CH:54]=[CH:53][C:50]([CH2:51]Br)=[CH:49][C:48]=1[O:55][CH:56]1[CH2:61][CH2:60][CH2:59][CH2:58][O:57]1, predict the reaction product. The product is: [O:57]1[CH2:58][CH2:59][CH2:60][CH2:61][CH:56]1[O:55][C:48]1[CH:49]=[C:50]([CH:53]=[CH:54][C:47]=1[Br:46])[CH2:51][N:40]([C:37]1[CH:36]=[CH:35][C:34]([C:32]#[N:33])=[CH:39][CH:38]=1)[N:41]1[CH:42]=[N:43][N:44]=[CH:45]1.